Task: Predict the reaction yield, written as a fraction of the theoretical maximum amount of product (1.0 means a 100% yield; for example, 0.34 means a 34% yield).. Dataset: Reaction yield outcomes from USPTO patents with 853,638 reactions (1) The reactants are [CH3:1][O:2][C:3]1[CH:4]=[C:5]2[C:10](=[CH:11][CH:12]=1)[C:9](=[CH:13][C:14]([O:16][CH2:17][CH3:18])=[O:15])[CH2:8][CH2:7][CH2:6]2.[H][H]. The catalyst is C(O)C.[Pd]. The product is [CH3:1][O:2][C:3]1[CH:4]=[C:5]2[C:10](=[CH:11][CH:12]=1)[CH:9]([CH2:13][C:14]([O:16][CH2:17][CH3:18])=[O:15])[CH2:8][CH2:7][CH2:6]2. The yield is 0.887. (2) The reactants are [F:1][C:2]1[CH:3]=[C:4]([N:9]2[C:13]([CH3:15])([CH3:14])[C:12](=[O:16])[N:11]([C:17]3[CH:24]=[CH:23][C:20]([C:21]#[N:22])=[C:19]([C:25]([F:28])([F:27])[F:26])[CH:18]=3)[C:10]2=[S:29])[CH:5]=[CH:6][C:7]=1[OH:8].[O:30]1[CH:32]([CH3:33])[CH:31]1Cl.C(=O)([O-])[O-].[K+].[K+].O. The catalyst is C(#N)C. The product is [F:1][C:2]1[CH:3]=[C:4]([N:9]2[C:13]([CH3:14])([CH3:15])[C:12](=[O:16])[N:11]([C:17]3[CH:24]=[CH:23][C:20]([C:21]#[N:22])=[C:19]([C:25]([F:26])([F:27])[F:28])[CH:18]=3)[C:10]2=[S:29])[CH:5]=[CH:6][C:7]=1[O:8][CH2:33][CH:32]1[CH2:31][O:30]1. The yield is 0.530. (3) The reactants are [P:1]([O:5][CH2:6][C:7]1[CH:53]=[CH:52][C:10]([C:11]([O:13][C:14]2[C:18]([O:19][C:20](=[O:33])[C:21]3[CH:26]=[CH:25][C:24]([CH2:27][O:28][P:29]([OH:32])([OH:31])=[O:30])=[CH:23][CH:22]=3)=[C:17]([C:34]([O:36][CH2:37][CH3:38])=[O:35])[N:16]([C:39]3[CH:44]=[CH:43][C:42]([O:45][CH3:46])=[CH:41][CH:40]=3)[C:15]=2[C:47](=[O:51])[N:48]([CH3:50])[CH3:49])=[O:12])=[CH:9][CH:8]=1)([OH:4])([OH:3])=[O:2].C(=O)(O)[O-].[Na+:58]. The catalyst is O.C(#N)C. The product is [P:29]([O-:32])([O:28][CH2:27][C:24]1[CH:25]=[CH:26][C:21]([C:20]([O:19][C:18]2[C:14]([O:13][C:11]([C:10]3[CH:9]=[CH:8][C:7]([CH2:6][O:5][P:1]([O-:4])([OH:3])=[O:2])=[CH:53][CH:52]=3)=[O:12])=[C:15]([C:47](=[O:51])[N:48]([CH3:50])[CH3:49])[N:16]([C:39]3[CH:44]=[CH:43][C:42]([O:45][CH3:46])=[CH:41][CH:40]=3)[C:17]=2[C:34]([O:36][CH2:37][CH3:38])=[O:35])=[O:33])=[CH:22][CH:23]=1)([OH:31])=[O:30].[Na+:58].[Na+:58]. The yield is 0.980. (4) The yield is 0.500. The reactants are O.[NH2:2][C:3]1[C:8](Cl)=[C:7]([C:10]([O:12][CH3:13])=[O:11])[N:6]=[C:5]([S:14][CH3:15])[N:4]=1.[CH2:16]([CH2:19]OC)OC. The catalyst is C(OCC)(=O)C. The product is [NH2:2][C:3]1[C:8]([CH:16]=[CH2:19])=[C:7]([C:10]([O:12][CH3:13])=[O:11])[N:6]=[C:5]([S:14][CH3:15])[N:4]=1. (5) The reactants are CC[O-].[Na+].O=[C:6]1[CH2:13][CH2:12][CH2:11][CH2:10][CH2:9][CH2:8][CH:7]1[C:14]([O:16]CC)=O.[NH2:19][C:20]([NH2:22])=[S:21].Cl. The catalyst is CCO. The product is [SH:21][C:20]1[N:19]=[C:14]([OH:16])[C:7]2[CH2:8][CH2:9][CH2:10][CH2:11][CH2:12][CH2:13][C:6]=2[N:22]=1. The yield is 0.630.